Dataset: Forward reaction prediction with 1.9M reactions from USPTO patents (1976-2016). Task: Predict the product of the given reaction. (1) Given the reactants Br[C:2]1[CH:7]=[CH:6][C:5]([C:8]2[O:12][N:11]=[C:10]([CH3:13])[C:9]=2[C:14]([N:16]2[CH2:21][CH2:20][N:19]([C:22]3[CH:27]=[CH:26][CH:25]=[CH:24][C:23]=3[CH3:28])[CH2:18][CH2:17]2)=[O:15])=[CH:4][CH:3]=1.[CH2:29]([O:31][C:32]([C:34]1([C:37]2[CH:42]=[CH:41][C:40](B3OC(C)(C)C(C)(C)O3)=[CH:39][CH:38]=2)[CH2:36][CH2:35]1)=[O:33])[CH3:30].C(=O)(O)[O-].[Na+], predict the reaction product. The product is: [CH2:29]([O:31][C:32]([C:34]1([C:37]2[CH:38]=[CH:39][C:40]([C:2]3[CH:3]=[CH:4][C:5]([C:8]4[O:12][N:11]=[C:10]([CH3:13])[C:9]=4[C:14]([N:16]4[CH2:21][CH2:20][N:19]([C:22]5[CH:27]=[CH:26][CH:25]=[CH:24][C:23]=5[CH3:28])[CH2:18][CH2:17]4)=[O:15])=[CH:6][CH:7]=3)=[CH:41][CH:42]=2)[CH2:35][CH2:36]1)=[O:33])[CH3:30]. (2) The product is: [Cl:24][C:21]1[CH:22]=[CH:23][C:18]([NH:1][C:2]2[CH:10]=[CH:9][CH:8]=[CH:7][C:3]=2[C:4]([OH:6])=[O:5])=[C:19]([N+:25]([O-:27])=[O:26])[CH:20]=1. Given the reactants [NH2:1][C:2]1[CH:10]=[CH:9][CH:8]=[CH:7][C:3]=1[C:4]([OH:6])=[O:5].C(=O)([O-])[O-].[K+].[K+].Cl[C:18]1[CH:23]=[CH:22][C:21]([Cl:24])=[CH:20][C:19]=1[N+:25]([O-:27])=[O:26], predict the reaction product. (3) Given the reactants [F:1][C:2]([F:32])([F:31])[C:3]1[CH:8]=[CH:7][C:6]([C:9]2[O:10][C:11]3[CH:17]=[CH:16][C:15]([C:18]4[CH2:23][CH2:22][N:21](C(OC(C)(C)C)=O)[CH2:20][CH:19]=4)=[CH:14][C:12]=3[N:13]=2)=[CH:5][CH:4]=1.[F:33][C:34]([F:39])([F:38])[C:35]([OH:37])=[O:36], predict the reaction product. The product is: [F:33][C:34]([F:39])([F:38])[C:35]([OH:37])=[O:36].[NH:21]1[CH2:22][CH2:23][CH:18]([C:15]2[CH:16]=[CH:17][C:11]3[O:10][C:9]([C:6]4[CH:5]=[CH:4][C:3]([C:2]([F:31])([F:1])[F:32])=[CH:8][CH:7]=4)=[N:13][C:12]=3[CH:14]=2)[CH2:19][CH2:20]1. (4) Given the reactants [N:1]([CH:4]([C:24]1[CH:29]=[CH:28][C:27]([Cl:30])=[CH:26][CH:25]=1)[C:5]1[N:9]([CH:10]([CH3:12])[CH3:11])[C:8]([C:13]2[CH2:14][CH2:15][O:16][CH2:17][CH:18]=2)=[N:7][C:6]=1[C:19]([O:21][CH2:22][CH3:23])=[O:20])=[N+]=[N-], predict the reaction product. The product is: [NH2:1][CH:4]([C:24]1[CH:29]=[CH:28][C:27]([Cl:30])=[CH:26][CH:25]=1)[C:5]1[N:9]([CH:10]([CH3:11])[CH3:12])[C:8]([C:13]2[CH2:14][CH2:15][O:16][CH2:17][CH:18]=2)=[N:7][C:6]=1[C:19]([O:21][CH2:22][CH3:23])=[O:20]. (5) Given the reactants [Cl:1][C:2]1[C:3]([CH2:26][C:27]([OH:29])=O)=[N:4][C:5]([N:8]([CH2:16][C:17]([F:25])([F:24])[C:18]2[CH:23]=[CH:22][CH:21]=[CH:20][N:19]=2)C(OC(C)(C)C)=O)=[CH:6][CH:7]=1.C(OC([NH:37][CH2:38][C:39]1[CH:46]=[CH:45][C:44]([Cl:47])=[CH:43][C:40]=1[CH2:41][NH2:42])=O)(C)(C)C, predict the reaction product. The product is: [Cl:1][C:2]1[C:3]([CH2:26][C:27]([NH:42][CH2:41][C:40]2[CH:43]=[C:44]([Cl:47])[CH:45]=[CH:46][C:39]=2[CH2:38][NH2:37])=[O:29])=[N:4][C:5]([NH:8][CH2:16][C:17]([F:24])([F:25])[C:18]2[CH:23]=[CH:22][CH:21]=[CH:20][N:19]=2)=[CH:6][CH:7]=1. (6) Given the reactants [CH3:1][C:2]1([C:14]([OH:16])=[O:15])[CH2:11][CH:10]2[CH2:12][CH:3]1[CH:4]1[CH:9]2[CH:8]2[CH2:13][CH:5]1[CH:6]=[CH:7]2.FC(F)(F)C(OC(=O)C(F)(F)F)=O.[C:30](O)([CH3:33])([CH3:32])[CH3:31].[OH-].[Na+], predict the reaction product. The product is: [CH3:1][C:2]1([C:14]([O:16][C:30]([CH3:33])([CH3:32])[CH3:31])=[O:15])[CH2:11][CH:10]2[CH2:12][CH:3]1[CH:4]1[CH:9]2[CH:8]2[CH2:13][CH:5]1[CH:6]=[CH:7]2. (7) Given the reactants [Si:1]([O:8][CH2:9][C:10]1[CH:11]=[C:12]([C:16]2[N:21]=[C:20]([C:22](O)=[O:23])[C:19]([CH3:25])=[CH:18][CH:17]=2)[CH:13]=[CH:14][CH:15]=1)([C:4]([CH3:7])([CH3:6])[CH3:5])([CH3:3])[CH3:2].ClC(OCC(C)C)=O.CN1CCOCC1.[NH2:41][C:42]1[C:43]([CH3:53])=[CH:44][C:45]([C:49]([O:51][CH3:52])=[O:50])=[N:46][C:47]=1[CH3:48], predict the reaction product. The product is: [Si:1]([O:8][CH2:9][C:10]1[CH:11]=[C:12]([C:16]2[N:21]=[C:20]([C:22]([NH:41][C:42]3[C:43]([CH3:53])=[CH:44][C:45]([C:49]([O:51][CH3:52])=[O:50])=[N:46][C:47]=3[CH3:48])=[O:23])[C:19]([CH3:25])=[CH:18][CH:17]=2)[CH:13]=[CH:14][CH:15]=1)([C:4]([CH3:5])([CH3:6])[CH3:7])([CH3:3])[CH3:2]. (8) Given the reactants [Si]([O:18][CH2:19][C@@H:20]([N:28]1[C:36](=[O:37])[NH:35][C:34]2[C:29]1=[N:30][C:31]([C:38]1[N:42]3[CH:43]=[C:44]([F:47])[CH:45]=[CH:46][C:41]3=[N:40][CH:39]=1)=[N:32][CH:33]=2)[C:21]1[CH:26]=[CH:25][C:24]([F:27])=[CH:23][N:22]=1)(C(C)(C)C)(C1C=CC=CC=1)C1C=CC=CC=1, predict the reaction product. The product is: [F:47][C:44]1[CH:45]=[CH:46][C:41]2[N:42]([C:38]([C:31]3[N:30]=[C:29]4[C:34]([NH:35][C:36](=[O:37])[N:28]4[C@@H:20]([C:21]4[CH:26]=[CH:25][C:24]([F:27])=[CH:23][N:22]=4)[CH2:19][OH:18])=[CH:33][N:32]=3)=[CH:39][N:40]=2)[CH:43]=1. (9) Given the reactants [N:1]#[C:2][C@@H:3]([C:5]([O:7][CH2:8][CH3:9])=[O:6])[NH2:4].[C:10](Cl)([C:12]1[CH:17]=[CH:16][CH:15]=[CH:14][CH:13]=1)=[O:11].CCN(CC)CC, predict the reaction product. The product is: [C:10]([NH:4][C@H:3]([C:5]([O:7][CH2:8][CH3:9])=[O:6])[C:2]#[N:1])(=[O:11])[C:12]1[CH:17]=[CH:16][CH:15]=[CH:14][CH:13]=1.